This data is from hERG potassium channel inhibition data for cardiac toxicity prediction from Karim et al.. The task is: Regression/Classification. Given a drug SMILES string, predict its toxicity properties. Task type varies by dataset: regression for continuous values (e.g., LD50, hERG inhibition percentage) or binary classification for toxic/non-toxic outcomes (e.g., AMES mutagenicity, cardiotoxicity, hepatotoxicity). Dataset: herg_karim. (1) The drug is Cn1c(=O)cc(NC2CCN(Cc3ccc4ccccc4c3)CC2)c2cc(Cl)ccc21. The result is 1 (blocker). (2) The compound is N=C(Nc1ccc2c(c1)CCCN2CCNCCO)c1cccs1. The result is 0 (non-blocker). (3) The drug is Cc1ncoc1-c1nnc(SCCCN2CCc3cc4nc(C5CC5)oc4cc3CC2)n1C. The result is 1 (blocker). (4) The drug is O=C(c1ccc(C2=CC3(CCNCC3)Oc3ccccc32)cc1)N1CCOCC1. The result is 0 (non-blocker). (5) The compound is CC(C)OC(=O)C1=CN(C(=O)c2ccc(OCCCN3CCOCC3)cc2)CC(C)(C)c2c1[nH]c1cc(F)ccc21. The result is 0 (non-blocker).